This data is from Forward reaction prediction with 1.9M reactions from USPTO patents (1976-2016). The task is: Predict the product of the given reaction. (1) Given the reactants [CH3:1][O:2][C:3]1[CH:8]=[CH:7][C:6]([CH:9]([C:11]2[CH:12]=[N:13][CH:14]=[CH:15][CH:16]=2)[OH:10])=[CH:5][CH:4]=1.CN1C(C(C2C=CC=CN=2)O)=CN=C1, predict the reaction product. The product is: [CH3:1][O:2][C:3]1[CH:4]=[CH:5][C:6]([C:9]([C:11]2[CH:12]=[N:13][CH:14]=[CH:15][CH:16]=2)=[O:10])=[CH:7][CH:8]=1. (2) Given the reactants [Si:1]([O:8][C:9]1[CH:10]=[CH:11][CH:12]=[C:13]2[C:18]=1[N:17]=[C:16]([CH:19]=[N:20][NH:21][C:22]1[CH:27]=[C:26]([O:28][CH2:29][CH2:30][O:31][CH3:32])[CH:25]=[CH:24][N:23]=1)[CH:15]=[CH:14]2)([C:4]([CH3:7])([CH3:6])[CH3:5])([CH3:3])[CH3:2].C(O)(=O)C.C(O)(=O)C.I(C1C=CC=CC=1)=O, predict the reaction product. The product is: [Si:1]([O:8][C:9]1[CH:10]=[CH:11][CH:12]=[C:13]2[C:18]=1[N:17]=[C:16]([C:19]1[N:23]3[CH:24]=[CH:25][C:26]([O:28][CH2:29][CH2:30][O:31][CH3:32])=[CH:27][C:22]3=[N:21][N:20]=1)[CH:15]=[CH:14]2)([C:4]([CH3:7])([CH3:6])[CH3:5])([CH3:3])[CH3:2]. (3) Given the reactants ClC1C=C(C=CC=1)C(O[C@@H:8]1[C@@H:11]([CH2:12][C:13]2[CH:18]=[CH:17][N:16]=[C:15]([N:19]([C:27]([O:29][C:30]([CH3:33])([CH3:32])[CH3:31])=[O:28])[C:20]([O:22][C:23]([CH3:26])([CH3:25])[CH3:24])=[O:21])[CH:14]=2)[C:10](=[O:34])[NH:9]1)=O.[OH:38][C:39]1[CH:54]=[CH:53][C:42]([C:43]([O:45][CH2:46][C:47]2[CH:52]=[CH:51][CH:50]=[CH:49][CH:48]=2)=[O:44])=[CH:41][CH:40]=1.C(=O)([O-])[O-].[Cs+].[Cs+], predict the reaction product. The product is: [C:30]([O:29][C:27]([N:19]([C:20]([O:22][C:23]([CH3:26])([CH3:24])[CH3:25])=[O:21])[C:15]1[CH:14]=[C:13]([CH2:12][C@H:11]2[C:10](=[O:34])[NH:9][C@@H:8]2[O:38][C:39]2[CH:54]=[CH:53][C:42]([C:43]([O:45][CH2:46][C:47]3[CH:52]=[CH:51][CH:50]=[CH:49][CH:48]=3)=[O:44])=[CH:41][CH:40]=2)[CH:18]=[CH:17][N:16]=1)=[O:28])([CH3:31])([CH3:33])[CH3:32]. (4) Given the reactants C[O:2][C:3]([C:5]1([CH2:18][C:19]2[CH:24]=[CH:23][C:22]([Cl:25])=[CH:21][C:20]=2[Cl:26])[CH2:10][CH2:9][N:8]([C:11]([O:13][C:14]([CH3:17])([CH3:16])[CH3:15])=[O:12])[CH2:7][CH2:6]1)=[O:4].O.[OH-].[Li+].Cl, predict the reaction product. The product is: [C:14]([O:13][C:11]([N:8]1[CH2:9][CH2:10][C:5]([CH2:18][C:19]2[CH:24]=[CH:23][C:22]([Cl:25])=[CH:21][C:20]=2[Cl:26])([C:3]([OH:4])=[O:2])[CH2:6][CH2:7]1)=[O:12])([CH3:17])([CH3:15])[CH3:16]. (5) Given the reactants [C:1](Cl)(Cl)=[S:2].[NH2:5][C:6]1[CH:7]=[C:8]([CH:11]=[CH:12][C:13]=1[O:14][CH3:15])[C:9]#[N:10].C(=O)(O)[O-].[Na+].C(OCC)(=O)C, predict the reaction product. The product is: [N:5]([C:6]1[CH:7]=[C:8]([CH:11]=[CH:12][C:13]=1[O:14][CH3:15])[C:9]#[N:10])=[C:1]=[S:2]. (6) Given the reactants Br[C:2]1[CH:7]=[CH:6][C:5]([CH2:8][N:9]2[CH2:14][CH2:13][N:12]([C:15]([O:17][C:18]([CH3:21])([CH3:20])[CH3:19])=[O:16])[CH2:11][CH2:10]2)=[C:4]([CH:22]([CH3:24])[CH3:23])[CH:3]=1.BrC1C=CC(C=O)=C(C(C)C)C=1.[NH:37]1[CH2:41][CH2:40][CH2:39][CH2:38]1.C(O[Na])(C)(C)C.C1C=CC(P(C2C(C3C(P(C4C=CC=CC=4)C4C=CC=CC=4)=CC=C4C=3C=CC=C4)=C3C(C=CC=C3)=CC=2)C2C=CC=CC=2)=CC=1, predict the reaction product. The product is: [CH3:23][CH:22]([C:4]1[CH:3]=[C:2]([N:37]2[CH2:41][CH2:40][CH2:39][CH2:38]2)[CH:7]=[CH:6][C:5]=1[CH2:8][N:9]1[CH2:14][CH2:13][N:12]([C:15]([O:17][C:18]([CH3:21])([CH3:20])[CH3:19])=[O:16])[CH2:11][CH2:10]1)[CH3:24]. (7) The product is: [CH3:15][O:16][C:17]1[CH:23]=[CH:22][C:21]([O:24][CH3:25])=[CH:20][C:18]=1[NH:19][C:2]1[CH:7]=[C:6]([CH3:8])[N:5]=[C:4]([C:9]2[CH:14]=[CH:13][CH:12]=[CH:11][N:10]=2)[N:3]=1. Given the reactants Cl[C:2]1[CH:7]=[C:6]([CH3:8])[N:5]=[C:4]([C:9]2[CH:14]=[CH:13][CH:12]=[CH:11][N:10]=2)[N:3]=1.[CH3:15][O:16][C:17]1[CH:23]=[CH:22][C:21]([O:24][CH3:25])=[CH:20][C:18]=1[NH2:19], predict the reaction product. (8) Given the reactants B.[CH3:2][O:3][CH2:4][O:5][C:6]1[CH:11]=[C:10]([O:12][CH2:13][O:14][CH3:15])[CH:9]=[CH:8][C:7]=1[CH:16]1[CH2:21][CH2:20][CH2:19][C:18](=[N:22][OH:23])[CH2:17]1.C(O)(=O)C.C(=O)([O-])O.[Na+], predict the reaction product. The product is: [CH3:2][O:3][CH2:4][O:5][C:6]1[CH:11]=[C:10]([O:12][CH2:13][O:14][CH3:15])[CH:9]=[CH:8][C:7]=1[CH:16]1[CH2:21][CH2:20][CH2:19][CH:18]([NH:22][OH:23])[CH2:17]1. (9) Given the reactants [C:1]([O:5][C:6]([N:8]1[CH2:13][CH2:12][N:11]2[C:14]([C:19]3[CH:24]=[CH:23][CH:22]=[CH:21][CH:20]=3)=[C:15]([C:17]#[N:18])[CH:16]=[C:10]2[CH2:9]1)=[O:7])([CH3:4])([CH3:3])[CH3:2].[I:25]NC(=O)CCC(N)=O.O.C(OCC)(=O)C, predict the reaction product. The product is: [C:1]([O:5][C:6]([N:8]1[CH2:13][CH2:12][N:11]2[C:14]([C:19]3[CH:24]=[CH:23][CH:22]=[CH:21][CH:20]=3)=[C:15]([C:17]#[N:18])[C:16]([I:25])=[C:10]2[CH2:9]1)=[O:7])([CH3:4])([CH3:2])[CH3:3]. (10) Given the reactants [CH3:1][O:2][C:3](=[O:27])[C@H:4]([CH2:17][C:18]1[CH:23]=[CH:22][C:21]([N+:24]([O-])=O)=[CH:20][CH:19]=1)[NH:5][C:6]([C:8]1([CH2:13][CH2:14][O:15][CH3:16])[CH2:12][CH2:11][CH2:10][CH2:9]1)=[S:7].[Cl-].[NH4+].O, predict the reaction product. The product is: [CH3:1][O:2][C:3](=[O:27])[C@H:4]([CH2:17][C:18]1[CH:23]=[CH:22][C:21]([NH2:24])=[CH:20][CH:19]=1)[NH:5][C:6]([C:8]1([CH2:13][CH2:14][O:15][CH3:16])[CH2:12][CH2:11][CH2:10][CH2:9]1)=[S:7].